From a dataset of Reaction yield outcomes from USPTO patents with 853,638 reactions. Predict the reaction yield, written as a fraction of the theoretical maximum amount of product (1.0 means a 100% yield; for example, 0.34 means a 34% yield). (1) The reactants are [CH:1]([C:3]1[CH:4]=[C:5]([CH:9]=[CH:10][CH:11]=1)[C:6]([OH:8])=O)=[O:2].C(N(CC)CC)C.ON1C2C=CC=CC=2N=N1.Cl.C(N=C=NCCCN(C)C)C.Cl.[CH:42]1([C:45]([N:47]2[CH2:52][CH2:51][NH:50][CH2:49][CH2:48]2)=[O:46])[CH2:44][CH2:43]1. The catalyst is ClCCl. The product is [CH:42]1([C:45]([N:47]2[CH2:52][CH2:51][N:50]([C:6]([C:5]3[CH:4]=[C:3]([CH:11]=[CH:10][CH:9]=3)[CH:1]=[O:2])=[O:8])[CH2:49][CH2:48]2)=[O:46])[CH2:43][CH2:44]1. The yield is 0.940. (2) The reactants are [NH2:1][OH:2].[CH2:3]([O:5][C:6]1[CH:13]=[CH:12][CH:11]=[CH:10][C:7]=1[C:8]#[N:9])[CH3:4]. The catalyst is CCO. The product is [CH2:3]([O:5][C:6]1[CH:13]=[CH:12][CH:11]=[CH:10][C:7]=1[C:8](=[N:1][OH:2])[NH2:9])[CH3:4]. The yield is 0.970. (3) The reactants are [F:1][C:2]1[CH:7]=[C:6]([F:8])[CH:5]=[C:4]([F:9])[C:3]=1[OH:10].O[CH2:12][C:13]1[C:17]([CH2:18][O:19][C:20]2[CH:25]=[CH:24][C:23]([C:26]3[CH:27]=[C:28]4[C:33](=[CH:34][CH:35]=3)[N:32]=[C:31]([C:36]([O:38]C)=[O:37])[CH:30]=[CH:29]4)=[CH:22][CH:21]=2)=[C:16]([CH:40]([CH3:42])[CH3:41])[O:15][N:14]=1.C1(P(C2C=CC=CC=2)C2C=CC=CC=2)C=CC=CC=1.N(C(OC(C)C)=O)=NC(OC(C)C)=O.[OH-].[Na+].Cl. The catalyst is ClCCl.O1CCCC1.O.CO. The product is [CH3:42][CH:40]([C:16]1[O:15][N:14]=[C:13]([CH2:12][O:10][C:3]2[C:2]([F:1])=[CH:7][C:6]([F:8])=[CH:5][C:4]=2[F:9])[C:17]=1[CH2:18][O:19][C:20]1[CH:25]=[CH:24][C:23]([C:26]2[CH:27]=[C:28]3[C:33](=[CH:34][CH:35]=2)[N:32]=[C:31]([C:36]([OH:38])=[O:37])[CH:30]=[CH:29]3)=[CH:22][CH:21]=1)[CH3:41]. The yield is 0.350. (4) The reactants are [CH2:1]([O:3][C:4](=[O:26])[C:5]([CH3:25])([CH3:24])[CH2:6][CH2:7][CH2:8][CH2:9][C:10](=O)[CH2:11][CH2:12][CH2:13][CH2:14][C:15]([CH3:22])([CH3:21])[C:16]([O:18][CH2:19][CH3:20])=[O:17])[CH3:2].[CH2:27]([SH:31])[CH2:28][CH2:29][SH:30].B(F)(F)F.CCOCC. The product is [CH2:1]([O:3][C:4](=[O:26])[C:5]([CH3:25])([CH3:24])[CH2:6][CH2:7][CH2:8][CH2:9][C:10]1([CH2:11][CH2:12][CH2:13][CH2:14][C:15]([C:16]([O:18][CH2:19][CH3:20])=[O:17])([CH3:22])[CH3:21])[S:31][CH2:27][CH2:28][CH2:29][S:30]1)[CH3:2]. The yield is 0.800. The catalyst is ClCCl. (5) The reactants are [C:1]([C@@:3]1([OH:19])[C@H:7]([OH:8])[C@@H:6]([CH2:9][OH:10])[O:5][C@H:4]1[N:11]1[CH:16]=[CH:15][C:14](=[O:17])[NH:13][C:12]1=[O:18])#[CH:2].CN(C1C2C(N(C)C)=CC=CC=2C=CC=1)C.[P:36](Cl)(Cl)(=[O:44])[O:37][C:38]1[CH:43]=[CH:42][CH:41]=[CH:40][CH:39]=1.[NH2:47][C@@H:48]([CH3:58])[C:49]([O:51][CH:52]1[CH2:57][CH2:56][CH2:55][CH2:54][CH2:53]1)=[O:50].C(N(CC)CC)C. The catalyst is P(OC)(OC)(OC)=O. The product is [O:18]=[C:12]1[NH:13][C:14](=[O:17])[CH:15]=[CH:16][N:11]1[C@@H:4]1[O:5][C@H:6]([CH2:9][O:10][P:36]([NH:47][C@@H:48]([CH3:58])[C:49]([O:51][CH:52]2[CH2:57][CH2:56][CH2:55][CH2:54][CH2:53]2)=[O:50])([O:37][C:38]2[CH:43]=[CH:42][CH:41]=[CH:40][CH:39]=2)=[O:44])[C@@H:7]([OH:8])[C@@:3]1([C:1]#[CH:2])[OH:19]. The yield is 0.380.